The task is: Predict which catalyst facilitates the given reaction.. This data is from Catalyst prediction with 721,799 reactions and 888 catalyst types from USPTO. (1) Reactant: [CH2:1]([O:4][C:5]1[CH:13]=[CH:12][CH:11]=[CH:10][C:6]=1[C:7]([OH:9])=[O:8])[CH2:2][CH3:3].[Cl:14][S:15](O)(=[O:17])=[O:16].S(Cl)(Cl)=O. Product: [Cl:14][S:15]([C:11]1[CH:12]=[CH:13][C:5]([O:4][CH2:1][CH2:2][CH3:3])=[C:6]([CH:10]=1)[C:7]([OH:9])=[O:8])(=[O:17])=[O:16]. The catalyst class is: 2. (2) Reactant: [Li+].[CH3:2][Si]([N-][Si](C)(C)C)(C)C.[NH2:11][C:12]1[C:17]([O:18][CH3:19])=[CH:16][C:15](C)=[CH:14][N:13]=1.[O:21](C(OC(C)(C)C)=O)[C:22]([O:24][C:25]([CH3:28])([CH3:27])[CH3:26])=O. Product: [CH3:19][O:18][C:17]1[C:12]([NH:11][C:22](=[O:21])[O:24][C:25]([CH3:28])([CH3:27])[CH3:26])=[N:13][C:14]([CH3:2])=[CH:15][CH:16]=1. The catalyst class is: 1. (3) Reactant: Cl[C:2]1[N:3]=[N+:4]([O-:12])[C:5]2[CH:11]=[CH:10][CH:9]=[CH:8][C:6]=2[N:7]=1.C(O)(=O)/C=C/C(O)=O.[NH2:21][CH2:22][CH2:23][C:24]#[N:25].CCN(CC)CC. Product: [O-:12][N+:4]1[C:5]2[CH:11]=[CH:10][CH:9]=[CH:8][C:6]=2[N:7]=[C:2]([NH:25][CH2:24][CH2:23][C:22]#[N:21])[N:3]=1. The catalyst class is: 57. (4) Reactant: [F:1][C:2]([F:16])([F:15])[C:3]([CH2:5][S:6][C:7]1[NH:11][CH:10]=[N:9][C:8]=1[N+:12]([O-:14])=[O:13])=O.P(Cl)(Cl)(Cl)=O.C(=O)(O)[O-].[Na+]. Product: [N+:12]([C:8]1[N:9]=[CH:10][N:11]2[C:3]([C:2]([F:16])([F:15])[F:1])=[CH:5][S:6][C:7]=12)([O-:14])=[O:13]. The catalyst class is: 10.